Predict the reaction yield, written as a fraction of the theoretical maximum amount of product (1.0 means a 100% yield; for example, 0.34 means a 34% yield). From a dataset of Reaction yield outcomes from USPTO patents with 853,638 reactions. (1) The reactants are [F:1][C:2]1[CH:7]=[C:6]([F:8])[CH:5]=[CH:4][C:3]=1[N:9]1[C:17](=[O:18])[C:16]2[C@H:15]3[C:19]([CH3:21])([CH3:20])[C@:12]([CH3:22])([CH2:13][CH2:14]3)[C:11]=2[NH:10]1.Cl[CH2:24][C:25]1[C:26]([O:31][CH3:32])=[N:27][CH:28]=[CH:29][CH:30]=1. The catalyst is [I-].C([N+](CCCC)(CCCC)CCCC)CCC.CN(C)C=O. The product is [F:1][C:2]1[CH:7]=[C:6]([F:8])[CH:5]=[CH:4][C:3]=1[N:9]1[C:17](=[O:18])[C:16]2[C@H:15]3[C:19]([CH3:21])([CH3:20])[C@:12]([CH3:22])([CH2:13][CH2:14]3)[C:11]=2[N:10]1[CH2:24][C:25]1[C:26]([O:31][CH3:32])=[N:27][CH:28]=[CH:29][CH:30]=1. The yield is 0.300. (2) The reactants are [C:1]([C:3]1[CH:8]=[CH:7][CH:6]=[C:5]([CH2:9][O:10]COC)[CH:4]=1)#[CH:2].Cl. The catalyst is CO. The product is [C:1]([C:3]1[CH:4]=[C:5]([CH2:9][OH:10])[CH:6]=[CH:7][CH:8]=1)#[CH:2]. The yield is 0.200. (3) The reactants are O[C@@H:2]([CH3:23])[C@@H:3]([NH:7][C:8]([O:10][CH2:11][CH2:12][CH2:13][CH2:14][CH2:15][CH2:16][C:17]1[CH:22]=[CH:21][CH:20]=[CH:19][CH:18]=1)=[O:9])[C:4]([OH:6])=[O:5].CCN(CC)CC.CN(C(ON1N=NC2C=CC=CC1=2)=[N+](C)C)C.[B-](F)(F)(F)F. The catalyst is C(Cl)Cl. The product is [C:17]1([CH2:16][CH2:15][CH2:14][CH2:13][CH2:12][CH2:11][O:10][C:8](=[O:9])[NH:7][C@H:3]2[C:4](=[O:6])[O:5][C@H:2]2[CH3:23])[CH:22]=[CH:21][CH:20]=[CH:19][CH:18]=1. The yield is 0.500. (4) The reactants are N1C=C(C(O)=O)C=C(C(O)=O)C=1.[CH3:13][C:14]1[O:18][C:17]([C:19]2[CH:24]=[CH:23][CH:22]=[CH:21][CH:20]=2)=[N:16][C:15]=1[CH2:25][CH2:26][O:27][C:28]1[C:36]2[CH:35]=[CH:34][S:33][C:32]=2[C:31]([CH:37]=[C:38]2[S:42][C:41](=[O:43])[NH:40][C:39]2=[O:44])=[CH:30][CH:29]=1. No catalyst specified. The product is [CH3:13][C:14]1[O:18][C:17]([C:19]2[CH:24]=[CH:23][CH:22]=[CH:21][CH:20]=2)=[N:16][C:15]=1[CH2:25][CH2:26][O:27][C:28]1[C:36]2[CH:35]=[CH:34][S:33][C:32]=2[C:31]([CH2:37][CH:38]2[S:42][C:41](=[O:43])[NH:40][C:39]2=[O:44])=[CH:30][CH:29]=1. The yield is 0.925. (5) The reactants are [CH2:1]([O:3][C:4]1[CH:13]=[C:12]([O:14][CH2:15][CH3:16])[CH:11]=[C:10]2[C:5]=1[C:6](=[O:17])[NH:7][CH:8]=[N:9]2)C.C[O-].[Na+].Cl. The catalyst is CN(C)C=O. The product is [CH2:15]([O:14][C:12]1[CH:11]=[C:10]2[C:5]([C:6](=[O:17])[NH:7][CH:8]=[N:9]2)=[C:4]([O:3][CH3:1])[CH:13]=1)[CH3:16]. The yield is 0.300. (6) The reactants are [C:1]([O:4][C:5]1[CH:13]=[CH:12][CH:11]=[C:10]2[C:6]=1[CH2:7][C:8](=[O:14])[NH:9]2)(=[O:3])[CH3:2].C(=O)([O-])[O-].[Na+].[Na+].[C:21](OC(=O)C)(=[O:23])[CH3:22]. The catalyst is O1CCCC1. The product is [C:21]([N:9]1[C:10]2[C:6](=[C:5]([O:4][C:1](=[O:3])[CH3:2])[CH:13]=[CH:12][CH:11]=2)[CH2:7][C:8]1=[O:14])(=[O:23])[CH3:22]. The yield is 0.270. (7) The reactants are [CH2:1]([N:9]1[C:17](=[O:18])[C:16]2[C:11](=[C:12]3[CH:21]=[N:20][NH:19][C:13]3=[N:14][CH:15]=2)[C:10]1=[O:22])[CH2:2][C:3]1[CH:8]=[CH:7][CH:6]=[CH:5][CH:4]=1.C1C(=O)N([Br:30])C(=O)C1.O. The catalyst is C(Cl)Cl. The product is [Br:30][C:21]1[C:12]2[C:13](=[N:14][CH:15]=[C:16]3[C:17](=[O:18])[N:9]([CH2:1][CH2:2][C:3]4[CH:4]=[CH:5][CH:6]=[CH:7][CH:8]=4)[C:10](=[O:22])[C:11]3=2)[NH:19][N:20]=1. The yield is 0.790.